The task is: Predict the reaction yield, written as a fraction of the theoretical maximum amount of product (1.0 means a 100% yield; for example, 0.34 means a 34% yield).. This data is from Reaction yield outcomes from USPTO patents with 853,638 reactions. (1) The reactants are ClC(Cl)(Cl)COC(=O)[N:6]([CH:16]1[CH2:20][CH:19]([C:21]([N:23]2[CH2:28][CH2:27][N:26]([C:29]3[CH:34]=[CH:33][CH:32]=[CH:31][C:30]=3[C:35]#[N:36])[CH2:25][CH2:24]2)=[O:22])[N:18]([CH2:37][C:38]2[CH:43]=[CH:42][CH:41]=[C:40]([F:44])[C:39]=2[F:45])[CH2:17]1)[CH2:7][C:8]1[CH:13]=[CH:12][C:11]([F:14])=[CH:10][C:9]=1[F:15].C(O)(=O)C. The catalyst is CO.[Zn]. The product is [F:45][C:39]1[C:40]([F:44])=[CH:41][CH:42]=[CH:43][C:38]=1[CH2:37][N:18]1[CH2:17][CH:16]([NH:6][CH2:7][C:8]2[CH:13]=[CH:12][C:11]([F:14])=[CH:10][C:9]=2[F:15])[CH2:20][CH:19]1[C:21]([N:23]1[CH2:28][CH2:27][N:26]([C:29]2[CH:34]=[CH:33][CH:32]=[CH:31][C:30]=2[C:35]#[N:36])[CH2:25][CH2:24]1)=[O:22]. The yield is 0.0800. (2) The reactants are S(Cl)(Cl)=O.[N+:5]([C:8]1[CH:43]=[CH:42][C:11]([CH2:12][O:13][C:14](=[O:41])[CH:15](O)[N:16]2[CH:19]([S:20][CH2:21][C:22](=O)[CH:23]3[CH2:27][CH2:26][CH2:25][O:24]3)[CH:18]([NH:29]C(=O)CC3C=CC=CC=3)[C:17]2=[O:39])=[CH:10][CH:9]=1)([O-:7])=[O:6].N1C(C)=CC=CC=1C.CP(C)C.O1CCCC1.P(Cl)(Cl)(Cl)(Cl)Cl.N1C=CC=CC=1C. The catalyst is ClCCl.C(O)(C)C. The product is [N+:5]([C:8]1[CH:43]=[CH:42][C:11]([CH2:12][O:13][C:14]([C:15]2[N:16]3[CH:19]([S:20][CH2:21][C:22]=2[CH:23]2[CH2:27][CH2:26][CH2:25][O:24]2)[CH:18]([NH2:29])[C:17]3=[O:39])=[O:41])=[CH:10][CH:9]=1)([O-:7])=[O:6]. The yield is 0.450.